Dataset: Reaction yield outcomes from USPTO patents with 853,638 reactions. Task: Predict the reaction yield, written as a fraction of the theoretical maximum amount of product (1.0 means a 100% yield; for example, 0.34 means a 34% yield). (1) The reactants are [F:1][C:2]1[CH:3]=[C:4]([C:27]2[C:28]([C:33]#[N:34])=[CH:29][CH:30]=[CH:31][CH:32]=2)[CH:5]=[CH:6][C:7]=1[CH2:8][C:9]1[C:14](=[O:15])[N:13]([C:16]2[CH:21]=[CH:20][C:19]([OH:22])=[CH:18][CH:17]=2)[C:12]([CH3:23])=[N:11][C:10]=1[CH2:24][CH2:25][CH3:26].Br[C:36]([CH3:42])([CH3:41])[C:37]([O:39][CH3:40])=[O:38].C(=O)([O-])[O-].[Cs+].[Cs+].C(OCC)(=O)C. The catalyst is CN(C)C=O.O. The product is [C:33]([C:28]1[CH:29]=[CH:30][CH:31]=[CH:32][C:27]=1[C:4]1[CH:5]=[CH:6][C:7]([CH2:8][C:9]2[C:14](=[O:15])[N:13]([C:16]3[CH:21]=[CH:20][C:19]([O:22][C:36]([CH3:42])([CH3:41])[C:37]([O:39][CH3:40])=[O:38])=[CH:18][CH:17]=3)[C:12]([CH3:23])=[N:11][C:10]=2[CH2:24][CH2:25][CH3:26])=[C:2]([F:1])[CH:3]=1)#[N:34]. The yield is 0.960. (2) The catalyst is C1COCC1. The reactants are C(NC(C)C)(C)C.C([Li])CCC.Cl.[Br:14][C:15]1[CH:20]=[CH:19][N:18]=[CH:17][CH:16]=1.CN([CH:24]=[O:25])C. The yield is 0.640. The product is [Br:14][C:15]1[C:20]([CH:24]=[O:25])=[CH:19][N:18]=[CH:17][CH:16]=1. (3) The yield is 1.00. The reactants are [CH2:1]([C@@H:3]1[CH2:8][N:7](CC2C=CC=CC=2)[C@H:6]([CH3:16])[CH2:5][N:4]1[CH3:17])[CH3:2]. The catalyst is CO. The product is [CH2:1]([C@@H:3]1[CH2:8][NH:7][C@H:6]([CH3:16])[CH2:5][N:4]1[CH3:17])[CH3:2]. (4) The yield is 0.0900. The product is [ClH:1].[N:22]1([CH2:2][CH2:3][C:4](=[O:21])[CH2:5][C:6]2[CH:10]=[C:9]([C:11](=[O:19])[C:12]3[CH:17]=[CH:16][C:15]([N:8]4[CH2:9][CH2:10][CH2:6][CH2:7]4)=[CH:14][CH:13]=3)[N:8]([CH3:20])[CH:7]=2)[CH2:26][CH2:25][CH2:24][CH2:23]1. No catalyst specified. The reactants are [Cl:1][CH2:2][CH2:3][C:4](=[O:21])[CH2:5][C:6]1[CH:10]=[C:9]([C:11](=[O:19])[C:12]2[CH:17]=[CH:16][C:15](Cl)=[CH:14][CH:13]=2)[N:8]([CH3:20])[CH:7]=1.[NH:22]1[CH2:26][CH2:25][CH2:24][CH2:23]1. (5) The catalyst is CCCCCC. The reactants are COC1C=CC(C(C2C=CC(OC)=CC=2)OC(C2C=CC=CC=2)[CH:12]2[CH:16](O)[CH2:15][N:14](C(=O)CCCCC[N:24]3[C:32](=[O:33])[C:31]4[C:26](=[CH:27][CH:28]=[CH:29][CH:30]=4)[C:25]3=[O:34])[CH2:13]2)=CC=1.C1(C)C=CC=CC=1.C(CC[O:61][P:62]([N:70](C(C)C)C(C)C)N(C(C)C)C(C)C)#N.C(OCC)(=[O:79])C. The yield is 0.850. The product is [NH:14]1[CH2:15][CH2:16][CH2:12][CH2:13]1.[P:62]([NH2:70])([O-:61])[O:79][N:24]1[C:32](=[O:33])[C:31]2=[CH:30][CH:29]=[CH:28][CH:27]=[C:26]2[C:25]1=[O:34].